The task is: Regression. Given a peptide amino acid sequence and an MHC pseudo amino acid sequence, predict their binding affinity value. This is MHC class II binding data.. This data is from Peptide-MHC class II binding affinity with 134,281 pairs from IEDB. (1) The peptide sequence is SSDLELSWNLNGLQAY. The MHC is HLA-DQA10301-DQB10302 with pseudo-sequence HLA-DQA10301-DQB10302. The binding affinity (normalized) is 0.324. (2) The peptide sequence is YDKFKANVSTVLTGK. The MHC is DRB3_0202 with pseudo-sequence DRB3_0202. The binding affinity (normalized) is 0.947. (3) The peptide sequence is SRGNRAFIAINLQKN. The MHC is DRB1_1302 with pseudo-sequence DRB1_1302. The binding affinity (normalized) is 0.833. (4) The binding affinity (normalized) is 0. The peptide sequence is GDTMAEVELREHGSD. The MHC is DRB1_0802 with pseudo-sequence DRB1_0802. (5) The peptide sequence is SCTMPPVSFHGSDGC. The MHC is DRB1_0801 with pseudo-sequence DRB1_0801. The binding affinity (normalized) is 0. (6) The MHC is DRB1_1101 with pseudo-sequence DRB1_1101. The peptide sequence is LVQSYGWNIVTMKSGVDV. The binding affinity (normalized) is 0.312.